This data is from Catalyst prediction with 721,799 reactions and 888 catalyst types from USPTO. The task is: Predict which catalyst facilitates the given reaction. The catalyst class is: 7. Reactant: [NH2:1][C:2]1[CH:7]=[CH:6][C:5]([C:8]2[C:16]3[C:15]([NH:17][C@H:18]([C:20]4[N:25]([C:26]5[CH:31]=[CH:30][CH:29]=[CH:28][CH:27]=5)[C:24](=[O:32])[C:23]5=[C:33]([CH3:36])[CH:34]=[CH:35][N:22]5[N:21]=4)[CH3:19])=[N:14][CH:13]=[N:12][C:11]=3[N:10]([CH2:37][O:38][CH2:39][CH2:40][Si:41]([CH3:44])([CH3:43])[CH3:42])[CH:9]=2)=[C:4]([O:45][CH3:46])[CH:3]=1.N1C=CC=CC=1.[CH3:53][N:54]([CH3:59])[S:55](Cl)(=[O:57])=[O:56]. Product: [CH3:46][O:45][C:4]1[CH:3]=[C:2]([NH:1][S:55]([N:54]([CH3:59])[CH3:53])(=[O:57])=[O:56])[CH:7]=[CH:6][C:5]=1[C:8]1[C:16]2[C:15]([NH:17][C@H:18]([C:20]3[N:25]([C:26]4[CH:31]=[CH:30][CH:29]=[CH:28][CH:27]=4)[C:24](=[O:32])[C:23]4=[C:33]([CH3:36])[CH:34]=[CH:35][N:22]4[N:21]=3)[CH3:19])=[N:14][CH:13]=[N:12][C:11]=2[N:10]([CH2:37][O:38][CH2:39][CH2:40][Si:41]([CH3:43])([CH3:42])[CH3:44])[CH:9]=1.